From a dataset of Reaction yield outcomes from USPTO patents with 853,638 reactions. Predict the reaction yield, written as a fraction of the theoretical maximum amount of product (1.0 means a 100% yield; for example, 0.34 means a 34% yield). (1) The reactants are [C:1]([O:5][C:6]([NH:8][CH2:9][C:10]1([C:17]([OH:19])=O)[CH2:12][CH:11]1[CH2:13][CH:14]([CH3:16])[CH3:15])=[O:7])([CH3:4])([CH3:3])[CH3:2].C1C=CC2N(O)N=[N:26]C=2C=1.CN1CCOCC1.C(Cl)CCl. The yield is 0.690. The product is [C:1]([O:5][C:6](=[O:7])[NH:8][CH2:9][C:10]1([C:17](=[O:19])[NH2:26])[CH2:12][CH:11]1[CH2:13][CH:14]([CH3:16])[CH3:15])([CH3:4])([CH3:3])[CH3:2]. The catalyst is C1COCC1. (2) The reactants are [N+:1]([C:4]1[CH:5]=[C:6]([CH:13]=[CH:14][C:15]=1[OH:16])[CH2:7][C@@H:8]([C:10]([OH:12])=[O:11])[NH2:9])([O-:3])=[O:2].[C:17]([O:21][C:22](O[C:22]([O:21][C:17]([CH3:20])([CH3:19])[CH3:18])=[O:23])=[O:23])([CH3:20])([CH3:19])[CH3:18]. The catalyst is [OH-].[Na+].C(O)(C)(C)C. The product is [C:17]([O:21][C:22]([NH:9][C@H:8]([C:10]([OH:12])=[O:11])[CH2:7][C:6]1[CH:13]=[CH:14][C:15]([OH:16])=[C:4]([N+:1]([O-:3])=[O:2])[CH:5]=1)=[O:23])([CH3:20])([CH3:19])[CH3:18]. The yield is 0.650. (3) The reactants are Cl[S:2]([C:5]1[S:6][C:7]([C:10]2[CH:15]=[CH:14][C:13]([C:16]([O:18][CH3:19])=[O:17])=[CH:12][CH:11]=2)=[CH:8][CH:9]=1)(=[O:4])=[O:3].[NH2:20][C:21]1[O:25][N:24]=[C:23]([CH3:26])[C:22]=1[Br:27]. The yield is 0.410. No catalyst specified. The product is [Br:27][C:22]1[C:23]([CH3:26])=[N:24][O:25][C:21]=1[NH:20][S:2]([C:5]1[S:6][C:7]([C:10]2[CH:15]=[CH:14][C:13]([C:16]([O:18][CH3:19])=[O:17])=[CH:12][CH:11]=2)=[CH:8][CH:9]=1)(=[O:4])=[O:3].